Dataset: Orexin1 receptor HTS with 218,158 compounds and 233 confirmed actives. Task: Binary Classification. Given a drug SMILES string, predict its activity (active/inactive) in a high-throughput screening assay against a specified biological target. (1) The compound is O=c1[nH]nc(/C=C\c2ccccc2)cc1. The result is 0 (inactive). (2) The result is 0 (inactive). The molecule is Clc1ccc(C(=O)CN(S(=O)(=O)c2ccc([N+]([O-])=O)cc2)CCC(O)=O)cc1. (3) The compound is OC12C3C4N(CC5(C(C4(C4C1C(O)C(C4)C(OC)C2)C(OC)CC5O)C3OC)COC)CC. The result is 0 (inactive). (4) The molecule is Clc1cc2nc(SCn3nnc4c(c3=O)cccc4)n(Cc3occc3)c(=O)c2cc1. The result is 0 (inactive). (5) The compound is O=C(N1CC(CC(C1)C)C)c1c2c(nc(c1)c1ncccc1)cccc2. The result is 0 (inactive).